Dataset: NCI-60 drug combinations with 297,098 pairs across 59 cell lines. Task: Regression. Given two drug SMILES strings and cell line genomic features, predict the synergy score measuring deviation from expected non-interaction effect. (1) Drug 1: CCCCC(=O)OCC(=O)C1(CC(C2=C(C1)C(=C3C(=C2O)C(=O)C4=C(C3=O)C=CC=C4OC)O)OC5CC(C(C(O5)C)O)NC(=O)C(F)(F)F)O. Drug 2: C1C(C(OC1N2C=NC3=C2NC=NCC3O)CO)O. Cell line: IGROV1. Synergy scores: CSS=9.47, Synergy_ZIP=-7.40, Synergy_Bliss=-9.96, Synergy_Loewe=-9.75, Synergy_HSA=-9.65. (2) Drug 1: CC1OCC2C(O1)C(C(C(O2)OC3C4COC(=O)C4C(C5=CC6=C(C=C35)OCO6)C7=CC(=C(C(=C7)OC)O)OC)O)O. Drug 2: CC1(CCCN1)C2=NC3=C(C=CC=C3N2)C(=O)N. Cell line: HT29. Synergy scores: CSS=38.8, Synergy_ZIP=8.50, Synergy_Bliss=8.70, Synergy_Loewe=-26.0, Synergy_HSA=5.41. (3) Drug 1: CC12CCC3C(C1CCC2=O)CC(=C)C4=CC(=O)C=CC34C. Drug 2: B(C(CC(C)C)NC(=O)C(CC1=CC=CC=C1)NC(=O)C2=NC=CN=C2)(O)O. Cell line: SF-268. Synergy scores: CSS=10.2, Synergy_ZIP=-0.604, Synergy_Bliss=-1.99, Synergy_Loewe=-2.27, Synergy_HSA=-3.29. (4) Drug 1: CC1=C(C=C(C=C1)NC2=NC=CC(=N2)N(C)C3=CC4=NN(C(=C4C=C3)C)C)S(=O)(=O)N.Cl. Drug 2: CC12CCC3C(C1CCC2OP(=O)(O)O)CCC4=C3C=CC(=C4)OC(=O)N(CCCl)CCCl.[Na+]. Cell line: 786-0. Synergy scores: CSS=0.705, Synergy_ZIP=1.24, Synergy_Bliss=2.37, Synergy_Loewe=1.76, Synergy_HSA=2.18. (5) Drug 1: CS(=O)(=O)C1=CC(=C(C=C1)C(=O)NC2=CC(=C(C=C2)Cl)C3=CC=CC=N3)Cl. Drug 2: CC(C)CN1C=NC2=C1C3=CC=CC=C3N=C2N. Cell line: PC-3. Synergy scores: CSS=-2.56, Synergy_ZIP=0.667, Synergy_Bliss=-0.630, Synergy_Loewe=-1.52, Synergy_HSA=-1.67. (6) Cell line: RXF 393. Drug 2: CS(=O)(=O)C1=CC(=C(C=C1)C(=O)NC2=CC(=C(C=C2)Cl)C3=CC=CC=N3)Cl. Synergy scores: CSS=3.73, Synergy_ZIP=-3.95, Synergy_Bliss=-6.92, Synergy_Loewe=-7.27, Synergy_HSA=-6.65. Drug 1: C1CCC(C1)C(CC#N)N2C=C(C=N2)C3=C4C=CNC4=NC=N3.